This data is from Peptide-MHC class I binding affinity with 185,985 pairs from IEDB/IMGT. The task is: Regression. Given a peptide amino acid sequence and an MHC pseudo amino acid sequence, predict their binding affinity value. This is MHC class I binding data. (1) The MHC is HLA-B38:01 with pseudo-sequence HLA-B38:01. The binding affinity (normalized) is 0.0847. The peptide sequence is GTEELKSLY. (2) The peptide sequence is KIKNRIERL. The MHC is HLA-B35:01 with pseudo-sequence HLA-B35:01. The binding affinity (normalized) is 0.0847.